This data is from Forward reaction prediction with 1.9M reactions from USPTO patents (1976-2016). The task is: Predict the product of the given reaction. (1) Given the reactants [CH3:1][O:2][C:3]1[CH:8]=[C:7]([C:9]2[CH:10]=[N:11][N:12]([CH3:14])[CH:13]=2)[CH:6]=[CH:5][C:4]=1[NH:15][CH:16]=O.[H-].[Na+].[CH3:20][C:21]1[N:34]=[C:33]([NH:35][CH2:36][C:37]([CH3:40])([CH3:39])[CH3:38])[C:24]2[N:25]=C(S(C)(=O)=O)[N:27]=[CH:28][C:23]=2[CH:22]=1, predict the reaction product. The product is: [CH3:1][O:2][C:3]1[CH:8]=[C:7]([C:9]2[CH:10]=[N:11][N:12]([CH3:14])[CH:13]=2)[CH:6]=[CH:5][C:4]=1[NH:15][C:16]1[N:27]=[CH:28][C:23]2[CH:22]=[C:21]([CH3:20])[N:34]=[C:33]([NH:35][CH2:36][C:37]([CH3:40])([CH3:39])[CH3:38])[C:24]=2[N:25]=1. (2) Given the reactants [NH2:1][CH2:2][CH2:3][CH:4]1[O:9][CH2:8][CH2:7][N:6]([C:10]([O:12][CH2:13][C:14]2[CH:19]=[C:18]([Cl:20])[CH:17]=[C:16]([Cl:21])[CH:15]=2)=[O:11])[CH2:5]1.[O:22]=[C:23]1[NH:27][CH:26]=[C:25]([C:28](O)=[O:29])[O:24]1.C(P1(=O)OP(CCC)(=O)OP(CCC)(=O)O1)CC.CCN(C(C)C)C(C)C, predict the reaction product. The product is: [O:22]=[C:23]1[NH:27][CH:26]=[C:25]([C:28]([NH:1][CH2:2][CH2:3][CH:4]2[O:9][CH2:8][CH2:7][N:6]([C:10]([O:12][CH2:13][C:14]3[CH:19]=[C:18]([Cl:20])[CH:17]=[C:16]([Cl:21])[CH:15]=3)=[O:11])[CH2:5]2)=[O:29])[O:24]1. (3) Given the reactants [CH2:1]([N:3]1[CH2:8][CH2:7][N:6]([C:9]2[CH:14]=[CH:13][C:12]([NH:15][C:16]3[N:21]=[CH:20][C:19](/[CH:22]=[CH:23]/[C:24]4[CH:25]=[C:26]([CH:31]=[C:32]([O:34][CH3:35])[CH:33]=4)[C:27]([NH:29][CH3:30])=[O:28])=[CH:18][N:17]=3)=[CH:11][CH:10]=2)[CH2:5][CH2:4]1)[CH3:2], predict the reaction product. The product is: [CH2:1]([N:3]1[CH2:8][CH2:7][N:6]([C:9]2[CH:14]=[CH:13][C:12]([NH:15][C:16]3[N:17]=[CH:18][C:19]([CH2:22][CH2:23][C:24]4[CH:25]=[C:26]([CH:31]=[C:32]([O:34][CH3:35])[CH:33]=4)[C:27]([NH:29][CH3:30])=[O:28])=[CH:20][N:21]=3)=[CH:11][CH:10]=2)[CH2:5][CH2:4]1)[CH3:2].